Dataset: Retrosynthesis with 50K atom-mapped reactions and 10 reaction types from USPTO. Task: Predict the reactants needed to synthesize the given product. (1) Given the product N#Cc1cccc(CN2C(=O)c3ccccc3C2=O)n1, predict the reactants needed to synthesize it. The reactants are: N#Cc1cccc(CCl)n1.O=C1NC(=O)c2ccccc21. (2) Given the product CCCN(C)C(=O)c1cc(C=C(F)F)cc(C(=O)O)c1, predict the reactants needed to synthesize it. The reactants are: CCCN(C)C(=O)c1cc(C=C(F)F)cc(C(=O)OCC)c1. (3) The reactants are: C1CNC1.CC(C)(C)c1nc(Cl)c2nnn(Cc3ccccc3Cl)c2n1. Given the product CC(C)(C)c1nc(N2CCC2)c2nnn(Cc3ccccc3Cl)c2n1, predict the reactants needed to synthesize it. (4) Given the product COc1ccc(CNc2ccc(F)cn2)c(OC)c1, predict the reactants needed to synthesize it. The reactants are: COc1ccc(CN)c(OC)c1.Fc1ccc(F)nc1. (5) Given the product CNC(=O)Nc1cc(CCl)ccn1, predict the reactants needed to synthesize it. The reactants are: CN=C=O.Nc1cc(CCl)ccn1. (6) Given the product COc1cc(COc2nn(-c3ccccc3)cc2/C=C/C#N)ccc1OCc1nc(-c2ccco2)oc1C, predict the reactants needed to synthesize it. The reactants are: CCOP(=O)(CC#N)OCC.COc1cc(COc2nn(-c3ccccc3)cc2C=O)ccc1OCc1nc(-c2ccco2)oc1C. (7) Given the product COCc1ccc(F)c(C#Cc2cc(Cl)ccc2OCC(=O)OC(C)(C)C)c1, predict the reactants needed to synthesize it. The reactants are: C#Cc1cc(Cl)ccc1OCC(=O)OC(C)(C)C.COCc1ccc(F)c(Br)c1. (8) Given the product CCNC(=O)Nc1cc(C)c(Oc2ccnc3cc(OCCBr)c(OC)cc23)cc1C, predict the reactants needed to synthesize it. The reactants are: BrCCBr.CCNC(=O)Nc1cc(C)c(Oc2ccnc3cc(O)c(OC)cc23)cc1C. (9) Given the product CC(C)(C)OC(=O)N(Cc1cccc(F)c1)c1cncc(Cl)n1, predict the reactants needed to synthesize it. The reactants are: CC(C)(C)OC(=O)NCc1cccc(F)c1.Clc1cncc(Cl)n1.